From a dataset of Full USPTO retrosynthesis dataset with 1.9M reactions from patents (1976-2016). Predict the reactants needed to synthesize the given product. (1) Given the product [CH3:1][C:2]1[N:3]=[C:4]([NH:9][C:10]2[CH:15]=[CH:14][CH:13]=[C:12]([OH:16])[CH:11]=2)[CH:5]=[C:6]([NH:28][C:27]2[CH:29]=[CH:30][CH:31]=[C:25]([O:24][CH3:23])[CH:26]=2)[N:7]=1, predict the reactants needed to synthesize it. The reactants are: [CH3:1][C:2]1[N:7]=[C:6](Cl)[CH:5]=[C:4]([NH:9][C:10]2[CH:15]=[CH:14][CH:13]=[C:12]([OH:16])[CH:11]=2)[N:3]=1.C(OCCO)C.[CH3:23][O:24][C:25]1[CH:26]=[C:27]([CH:29]=[CH:30][CH:31]=1)[NH2:28]. (2) Given the product [CH3:1][N:2]1[C:6]([C:7]([NH2:20])=[O:8])=[C:5]([C:10]([N:12]2[CH2:17][CH2:16][O:15][CH2:14][CH2:13]2)=[O:11])[CH:4]=[N:3]1, predict the reactants needed to synthesize it. The reactants are: [CH3:1][N:2]1[C:6]([C:7](O)=[O:8])=[C:5]([C:10]([N:12]2[CH2:17][CH2:16][O:15][CH2:14][CH2:13]2)=[O:11])[CH:4]=[N:3]1.C(N1C=CN=C1)([N:20]1C=CN=C1)=O. (3) Given the product [CH3:12][O:11][C:5]1[C:4]([O:13][CH3:14])=[CH:3][C:2]([CH:25]([OH:26])[C:24]([CH3:28])([CH3:27])[CH3:23])=[C:7]([N+:8]([O-:10])=[O:9])[CH:6]=1, predict the reactants needed to synthesize it. The reactants are: I[C:2]1[C:7]([N+:8]([O-:10])=[O:9])=[CH:6][C:5]([O:11][CH3:12])=[C:4]([O:13][CH3:14])[CH:3]=1.C1([Mg]Cl)C=CC=CC=1.[CH3:23][C:24]([CH3:28])([CH3:27])[CH:25]=[O:26]. (4) Given the product [CH2:1]([O:3][C:4]([C:6]1[N:7]([C:26]2[CH:27]=[CH:28][C:23]([CH:21]=[O:22])=[CH:24][CH:25]=2)[C:8]2[C:13]([C:14]=1[Cl:15])=[CH:12][CH:11]=[CH:10][CH:9]=2)=[O:5])[CH3:2], predict the reactants needed to synthesize it. The reactants are: [CH2:1]([O:3][C:4]([C:6]1[NH:7][C:8]2[C:13]([C:14]=1[Cl:15])=[CH:12][CH:11]=[CH:10][CH:9]=2)=[O:5])[CH3:2].CN(C)C=O.[CH:21]([C:23]1[CH:28]=[CH:27][C:26](B(O)O)=[CH:25][CH:24]=1)=[O:22].C(N(CC)C(C)C)(C)C. (5) Given the product [F:45][C:44]1[CH:43]=[C:42]([CH2:46][O:47][CH3:48])[CH:41]=[C:40]([F:49])[C:39]=1[C:34]1[N:33]=[C:32]([C:30]([NH:29][C:12]2[C:13]([N:14]3[CH2:19][C@H:18]([CH3:20])[CH2:17][C@H:16]([NH:21][C:22](=[O:23])[O:24][C:25]([CH3:27])([CH3:26])[CH3:28])[CH2:15]3)=[C:8]3[CH2:7][CH2:6][CH:5]([OH:4])[C:9]3=[N:10][CH:11]=2)=[O:31])[CH:37]=[CH:36][C:35]=1[F:38], predict the reactants needed to synthesize it. The reactants are: C([O:4][CH:5]1[C:9]2=[N:10][CH:11]=[C:12]([NH:29][C:30]([C:32]3[CH:37]=[CH:36][C:35]([F:38])=[C:34]([C:39]4[C:44]([F:45])=[CH:43][C:42]([CH2:46][O:47][CH3:48])=[CH:41][C:40]=4[F:49])[N:33]=3)=[O:31])[C:13]([N:14]3[CH2:19][C@H:18]([CH3:20])[CH2:17][C@H:16]([NH:21][C:22]([O:24][C:25]([CH3:28])([CH3:27])[CH3:26])=[O:23])[CH2:15]3)=[C:8]2[CH2:7][CH2:6]1)(=O)C.C1COCC1.[OH-].[Na+].